This data is from Forward reaction prediction with 1.9M reactions from USPTO patents (1976-2016). The task is: Predict the product of the given reaction. (1) Given the reactants [CH3:1][C:2]1[N:6]=[C:5]([CH3:7])[N:4]([C:8]2[CH:13]=[C:12]([CH:14]=[CH2:15])[CH:11]=[C:10]([CH3:16])[N:9]=2)[N:3]=1.[N+](=[CH:19][C:20]([O:22][CH2:23][CH3:24])=[O:21])=[N-], predict the reaction product. The product is: [CH3:1][C:2]1[N:6]=[C:5]([CH3:7])[N:4]([C:8]2[CH:13]=[C:12]([C@@H:14]3[CH2:15][C@H:19]3[C:20]([O:22][CH2:23][CH3:24])=[O:21])[CH:11]=[C:10]([CH3:16])[N:9]=2)[N:3]=1. (2) Given the reactants [C:1]([C:4]1[CH:9]=[CH:8][C:7]([N:10]=[N:11][C:12](=[C:16]2[C:25]3[C:20](=[CH:21][CH:22]=[CH:23][CH:24]=3)[CH2:19][C:18]([CH3:27])([CH3:26])[NH:17]2)[C:13](O)=[O:14])=[CH:6][CH:5]=1)(=[O:3])[CH3:2].[CH3:28][NH:29][CH3:30].C1C=CC2N(O)N=NC=2C=1.C(N(CC)CC)C, predict the reaction product. The product is: [C:1]([C:4]1[CH:9]=[CH:8][C:7]([N:10]=[N:11][C:12](=[C:16]2[C:25]3[C:20](=[CH:21][CH:22]=[CH:23][CH:24]=3)[CH2:19][C:18]([CH3:26])([CH3:27])[NH:17]2)[C:13]([N:29]([CH3:30])[CH3:28])=[O:14])=[CH:6][CH:5]=1)(=[O:3])[CH3:2]. (3) Given the reactants [CH:1]1([N:13]2[CH2:18][CH2:17][CH:16]([N:19]3[C:23]4[CH:24]=[CH:25][CH:26]=[CH:27][C:22]=4[NH:21][C:20]3=[O:28])[CH2:15][CH2:14]2)[C:11]2=[C:12]3[C:7](=[CH:8][CH:9]=[CH:10]2)[CH:6]=[CH:5][CH:4]=[C:3]3[CH2:2]1.[H-].[Na+].Br[CH2:32][C:33]([O:35][CH2:36][CH3:37])=[O:34].O, predict the reaction product. The product is: [CH:1]1([N:13]2[CH2:18][CH2:17][CH:16]([N:19]3[C:23]4[CH:24]=[CH:25][CH:26]=[CH:27][C:22]=4[N:21]([CH2:32][C:33]([O:35][CH2:36][CH3:37])=[O:34])[C:20]3=[O:28])[CH2:15][CH2:14]2)[C:11]2=[C:12]3[C:7](=[CH:8][CH:9]=[CH:10]2)[CH:6]=[CH:5][CH:4]=[C:3]3[CH2:2]1. (4) Given the reactants Cl.[Cl:2][CH2:3][CH2:4][N:5]([CH2:13][CH2:14][Cl:15])[C:6]1[CH:11]=[CH:10][C:9]([NH2:12])=[CH:8][CH:7]=1.C.O=C(Cl)[O:19][C:20](Cl)(Cl)Cl.[CH:25]1[C:38]2[C:29](=[N:30][C:31]3[C:36]([C:37]=2[NH:39][C:40]2[CH:45]=[C:44]([CH3:46])[CH:43]=[C:42]([NH2:47])[CH:41]=2)=[CH:35][CH:34]=[CH:33][CH:32]=3)[CH:28]=[CH:27][CH:26]=1, predict the reaction product. The product is: [CH:35]1[C:36]2[C:31](=[N:30][C:29]3[C:38]([C:37]=2[NH:39][C:40]2[CH:41]=[C:42]([NH:47][C:20]([NH:12][C:9]4[CH:10]=[CH:11][C:6]([N:5]([CH2:13][CH2:14][Cl:15])[CH2:4][CH2:3][Cl:2])=[CH:7][CH:8]=4)=[O:19])[CH:43]=[C:44]([CH3:46])[CH:45]=2)=[CH:25][CH:26]=[CH:27][CH:28]=3)[CH:32]=[CH:33][CH:34]=1. (5) Given the reactants C(O[C:4]1[C:5](=[O:19])[C:6](=[O:18])[C:7]=1[NH:8][C:9]1[CH:14]=[CH:13][C:12]([C:15]#[N:16])=[CH:11][C:10]=1[OH:17])C.[Br:20][C:21]1[CH:27]=[CH:26][CH:25]=[CH:24][C:22]=1[NH2:23].C(OC(=O)C)C, predict the reaction product. The product is: [Br:20][C:21]1[CH:27]=[CH:26][CH:25]=[CH:24][C:22]=1[NH:23][C:4]1[C:5](=[O:19])[C:6](=[O:18])[C:7]=1[NH:8][C:9]1[CH:14]=[CH:13][C:12]([C:15]#[N:16])=[CH:11][C:10]=1[OH:17]. (6) Given the reactants Br[C:2]1[CH:7]=[CH:6][N:5]=[C:4]([CH3:8])[CH:3]=1.[Li]C(C)(C)C.[CH:14]1([C:17]2[N:21]([C:22]([O:24][C:25]([CH3:28])([CH3:27])[CH3:26])=[O:23])[C:20]3[CH:29]=[C:30]([C:37]4[C:38]([CH3:43])=[N:39][O:40][C:41]=4[CH3:42])[CH:31]=[C:32]([C:33](OC)=[O:34])[C:19]=3[N:18]=2)[CH2:16][CH2:15]1, predict the reaction product. The product is: [CH:14]1([C:17]2[N:21]([C:22]([O:24][C:25]([CH3:28])([CH3:27])[CH3:26])=[O:23])[C:20]3[CH:29]=[C:30]([C:37]4[C:38]([CH3:43])=[N:39][O:40][C:41]=4[CH3:42])[CH:31]=[C:32]([C:33](=[O:34])[C:2]4[CH:7]=[CH:6][N:5]=[C:4]([CH3:8])[CH:3]=4)[C:19]=3[N:18]=2)[CH2:15][CH2:16]1. (7) Given the reactants [OH:1][C:2]1[C:11]2[C:6](=[CH:7][CH:8]=[CH:9][CH:10]=2)[C:5]([O:12]C)=[CH:4][C:3]=1[C:14]([O:16][CH3:17])=[O:15].ClCCl.B(Br)(Br)Br, predict the reaction product. The product is: [OH:1][C:2]1[C:11]2[C:6](=[CH:7][CH:8]=[CH:9][CH:10]=2)[C:5]([OH:12])=[CH:4][C:3]=1[C:14]([O:16][CH3:17])=[O:15]. (8) Given the reactants [CH3:1][C@@:2]12[C@@H:18]([OH:19])[CH2:17][CH2:16][C@H:15]1[C@H:14]1[C@@H:5]([C:6]3[CH:7]=[CH:8][C:9]([OH:20])=[CH:10][C:11]=3[CH2:12][CH2:13]1)[CH2:4][CH2:3]2.[CH3:21][C@@:22]12[C@@H:30]([OH:31])[CH2:29][CH2:28][C@H:27]1[C@@H:26]1[CH2:32][CH2:33][C:34]3[C@@:40]([CH3:41])([C@H:25]1[CH2:24][CH2:23]2)[CH2:39][CH2:38][C:36](=[O:37])[CH:35]=3, predict the reaction product. The product is: [CH3:1][C@@:2]12[C@@H:18]([OH:19])[CH2:17][CH2:16][C@H:15]1[C@H:14]1[C@@H:5]([C:6]3[CH:7]=[CH:8][C:9]([OH:20])=[CH:10][C:11]=3[CH2:12][CH2:13]1)[CH2:4][CH2:3]2.[CH3:21][C@@:22]12[C@@H:30]([OH:31])[CH2:29][CH2:28][C@H:27]1[C@@H:26]1[CH2:32][CH2:33][C:34]3[C@@:40]([CH3:41])([C@H:25]1[CH2:24][CH2:23]2)[CH2:39][CH2:38][C:36](=[O:37])[CH:35]=3. (9) Given the reactants CO.[NH2:3][C:4]1[N:12]=[CH:11][N:10]=[C:9]2[C:5]=1[N:6]([C:24]1[CH:29]=[CH:28][C:27]([C:30](=[O:37])[C:31]3[CH:36]=[CH:35][CH:34]=[CH:33][CH:32]=3)=[CH:26][CH:25]=1)[C:7](=[O:23])[N:8]2[C@@H:13]1[CH2:17][CH2:16][N:15]([C:18](=[O:22])[C:19]#[C:20][CH3:21])[CH2:14]1.[BH4-].[Na+], predict the reaction product. The product is: [NH2:3][C:4]1[N:12]=[CH:11][N:10]=[C:9]2[C:5]=1[N:6]([C:24]1[CH:29]=[CH:28][C:27]([CH:30]([OH:37])[C:31]3[CH:32]=[CH:33][CH:34]=[CH:35][CH:36]=3)=[CH:26][CH:25]=1)[C:7](=[O:23])[N:8]2[C@@H:13]1[CH2:17][CH2:16][N:15]([C:18](=[O:22])[C:19]#[C:20][CH3:21])[CH2:14]1.